Dataset: Forward reaction prediction with 1.9M reactions from USPTO patents (1976-2016). Task: Predict the product of the given reaction. (1) Given the reactants ClC1C=C(C=CC=1)C(OO)=[O:6].[CH3:12][S:13][C:14]1[N:19]=[C:18]([N:20]2[C:28]3[C:23](=[C:24]([N+:29]([O-:31])=[O:30])[CH:25]=[CH:26][CH:27]=3)[CH:22]=[CH:21]2)[CH:17]=[CH:16][N:15]=1, predict the reaction product. The product is: [CH3:12][S:13]([C:14]1[N:19]=[C:18]([N:20]2[C:28]3[C:23](=[C:24]([N+:29]([O-:31])=[O:30])[CH:25]=[CH:26][CH:27]=3)[CH:22]=[CH:21]2)[CH:17]=[CH:16][N:15]=1)=[O:6]. (2) The product is: [CH2:1]([C:8]1[O:12][C:11]([NH:13][C:14]2[CH:15]=[CH:16][CH:17]=[C:18]3[C:23]=2[CH2:22][C:21](=[O:24])[CH2:20][CH2:19]3)=[N:10][CH:9]=1)[C:2]1[CH:3]=[CH:4][CH:5]=[CH:6][CH:7]=1. Given the reactants [CH2:1]([C:8]1[O:12][C:11]([NH:13][C:14]2[C:23]3[CH2:22][C:21]([O:24]CC)=[CH:20][CH2:19][C:18]=3[CH:17]=[CH:16][CH:15]=2)=[N:10][CH:9]=1)[C:2]1[CH:7]=[CH:6][CH:5]=[CH:4][CH:3]=1.C(OC1CC2C(NC3OC(C4C=CC(C(F)(F)F)=CC=4)=CN=3)=CC=CC=2CC=1)C, predict the reaction product. (3) Given the reactants CO[C:3](=[O:32])[C:4]1[CH:9]=[CH:8][C:7]([CH3:10])=[C:6]([N:11]2[C:16](=[O:17])[C:15]([Cl:18])=[C:14]([O:19][CH2:20][C:21]3[CH:26]=[CH:25][CH:24]=[C:23]([C:27]([F:30])([F:29])[F:28])[N:22]=3)[N:13]=[C:12]2[CH3:31])[CH:5]=1.[OH-].[Na+].[C:35](N1C=CN=C1)(N1C=CN=C1)=O.Cl.[CH3:48][N:49](C)[OH:50].C(N(CC)CC)C, predict the reaction product. The product is: [Cl:18][C:15]1[C:16](=[O:17])[N:11]([C:6]2[CH:5]=[C:4]([CH:9]=[CH:8][C:7]=2[CH3:10])[C:3]([N:49]([O:50][CH3:35])[CH3:48])=[O:32])[C:12]([CH3:31])=[N:13][C:14]=1[O:19][CH2:20][C:21]1[CH:26]=[CH:25][CH:24]=[C:23]([C:27]([F:30])([F:28])[F:29])[N:22]=1. (4) Given the reactants [N+:1]([C:4]1[CH:5]=[C:6]([C:12]2[O:13][C:14]3[CH:20]=[CH:19][C:18](Br)=[CH:17][C:15]=3[N:16]=2)[C:7]([O:10][CH3:11])=[CH:8][CH:9]=1)([O-:3])=[O:2].[S:22]1[C:26]2[CH:27]=[CH:28][CH:29]=[CH:30][C:25]=2[CH:24]=[C:23]1B(O)O, predict the reaction product. The product is: [N+:1]([C:4]1[CH:5]=[C:6]([C:12]2[O:13][C:14]3[CH:20]=[CH:19][C:18]([C:23]4[S:22][C:26]5[CH:27]=[CH:28][CH:29]=[CH:30][C:25]=5[CH:24]=4)=[CH:17][C:15]=3[N:16]=2)[C:7]([O:10][CH3:11])=[CH:8][CH:9]=1)([O-:3])=[O:2].